This data is from Forward reaction prediction with 1.9M reactions from USPTO patents (1976-2016). The task is: Predict the product of the given reaction. Given the reactants [CH3:1][O:2][C:3]([NH:5][C@@H:6]([CH:17]([CH3:19])[CH3:18])[C:7]([N:9]1[CH2:13][CH2:12][CH2:11][C@H:10]1[C:14]([OH:16])=O)=[O:8])=[O:4].[C:20]([C:24]1[CH:29]=[CH:28][C:27]([N:30]2[C@H:34]([C:35]3[CH:41]=[CH:40][C:38]([NH2:39])=[CH:37][CH:36]=3)[CH2:33][CH2:32][C@H:31]2[C:42]2[CH:48]=[CH:47][C:45]([NH2:46])=[CH:44][CH:43]=2)=[CH:26][CH:25]=1)([CH3:23])([CH3:22])[CH3:21].CN(C(ON1N=NC2C=CC=NC1=2)=[N+](C)C)C.F[P-](F)(F)(F)(F)F, predict the reaction product. The product is: [CH3:1][O:2][C:3]([NH:5][C@H:6]([C:7]([N:9]1[CH2:13][CH2:12][CH2:11][C@H:10]1[C:14]([NH:39][C:38]1[CH:37]=[CH:36][C:35]([C@@H:34]2[CH2:33][CH2:32][C@@H:31]([C:42]3[CH:48]=[CH:47][C:45]([NH2:46])=[CH:44][CH:43]=3)[N:30]2[C:27]2[CH:26]=[CH:25][C:24]([C:20]([CH3:23])([CH3:22])[CH3:21])=[CH:29][CH:28]=2)=[CH:41][CH:40]=1)=[O:16])=[O:8])[CH:17]([CH3:19])[CH3:18])=[O:4].